From a dataset of Reaction yield outcomes from USPTO patents with 853,638 reactions. Predict the reaction yield, written as a fraction of the theoretical maximum amount of product (1.0 means a 100% yield; for example, 0.34 means a 34% yield). (1) The reactants are [CH3:1][O:2][C:3]1[CH:4]=[C:5]2[C:10](=[CH:11][C:12]=1[O:13][CH3:14])[N:9]=[CH:8][CH:7]=[C:6]2[O:15][C:16]1[CH:22]=[CH:21][C:19]([NH2:20])=[CH:18][CH:17]=1.CCN(C(C)C)C(C)C.[O:32]=[C:33]1[N:37]([C:38]2[CH:43]=[CH:42][CH:41]=[CH:40][CH:39]=2)[CH2:36][CH2:35][N:34]1[C:44](Cl)=[O:45]. The catalyst is C1COCC1. The product is [CH3:1][O:2][C:3]1[CH:4]=[C:5]2[C:10](=[CH:11][C:12]=1[O:13][CH3:14])[N:9]=[CH:8][CH:7]=[C:6]2[O:15][C:16]1[CH:22]=[CH:21][C:19]([NH:20][C:44]([N:34]2[CH2:35][CH2:36][N:37]([C:38]3[CH:43]=[CH:42][CH:41]=[CH:40][CH:39]=3)[C:33]2=[O:32])=[O:45])=[CH:18][CH:17]=1. The yield is 0.310. (2) The catalyst is Cl.O. The reactants are [CH:1]1[C:10]2[C:5](=[CH:6][CH:7]=[CH:8][CH:9]=2)[CH:4]=[C:3]([C:11]([NH:13][NH2:14])=[O:12])[N:2]=1.[N:15]([O-])=O.[Na+]. The product is [CH:1]1[C:10]2[C:5](=[CH:6][CH:7]=[CH:8][CH:9]=2)[CH:4]=[C:3]([C:11]([N:13]=[N+:14]=[N-:15])=[O:12])[N:2]=1. The yield is 0.938. (3) The reactants are [CH:1]12[O:8][CH:5]([CH2:6][CH2:7]1)[CH2:4][N:3]([C:9]1[C:10]3[CH2:24][O:23][C:22]([CH3:26])([CH3:25])[C:11]=3[N:12]=[C:13]([C:15]3[CH:20]=[CH:19][C:18](Br)=[CH:17][CH:16]=3)[N:14]=1)[CH2:2]2.[CH3:27][NH:28][C:29]([NH2:31])=[O:30].CC1(C)C2C(=C(P(C3C=CC=CC=3)C3C=CC=CC=3)C=CC=2)OC2C(P(C3C=CC=CC=3)C3C=CC=CC=3)=CC=CC1=2.CC(C)([O-])C.[Na+].C(O)(C(F)(F)F)=O. The catalyst is [Cu]I. The yield is 0.366. The product is [CH:1]12[O:8][CH:5]([CH2:6][CH2:7]1)[CH2:4][N:3]([C:9]1[C:10]3[CH2:24][O:23][C:22]([CH3:26])([CH3:25])[C:11]=3[N:12]=[C:13]([C:15]3[CH:20]=[CH:19][C:18]([NH:31][C:29]([NH:28][CH3:27])=[O:30])=[CH:17][CH:16]=3)[N:14]=1)[CH2:2]2. (4) The reactants are [C:1]1([CH3:17])[CH:6]=[CH:5][CH:4]=[CH:3][C:2]=1[O:7][C:8]1[CH:16]=[CH:15][CH:14]=[CH:13][C:9]=1[C:10]([OH:12])=O.[NH2:18][C@@H:19]1[C@H:23]2[O:24][CH2:25][C@H:26]([NH:27][C:28]([CH:30]3[CH2:32][CH2:31]3)=[O:29])[C@H:22]2[O:21][CH2:20]1. No catalyst specified. The product is [CH:30]1([C:28]([NH:27][C@@H:26]2[C@H:22]3[O:21][CH2:20][C@H:19]([NH:18][C:10](=[O:12])[C:9]4[CH:13]=[CH:14][CH:15]=[CH:16][C:8]=4[O:7][C:2]4[CH:3]=[CH:4][CH:5]=[CH:6][C:1]=4[CH3:17])[C@H:23]3[O:24][CH2:25]2)=[O:29])[CH2:31][CH2:32]1. The yield is 0.832. (5) The reactants are [CH3:1][O:2][C:3]([C:5]1[CH:10]=[C:9]([NH2:11])[N:8]=[C:7](Cl)[N:6]=1)=[O:4].[Cl:13][C:14]1[CH:19]=[CH:18][C:17](B(O)O)=[C:16]([F:23])[C:15]=1[O:24][CH3:25]. The catalyst is C(COC)OC.O.Cl[Pd](Cl)([P](C1C=CC=CC=1)(C1C=CC=CC=1)C1C=CC=CC=1)[P](C1C=CC=CC=1)(C1C=CC=CC=1)C1C=CC=CC=1. The product is [CH3:1][O:2][C:3]([C:5]1[CH:10]=[C:9]([NH2:11])[N:8]=[C:7]([C:17]2[CH:18]=[CH:19][C:14]([Cl:13])=[C:15]([O:24][CH3:25])[C:16]=2[F:23])[N:6]=1)=[O:4]. The yield is 0.535. (6) The reactants are [Cl-].O[NH3+:3].[C:4](=[O:7])([O-])[OH:5].[Na+].CS(C)=O.[Si]([O:20][CH2:21][C:22]([CH3:58])([CH3:57])[O:23][C:24]1[CH:29]=[CH:28][C:27]([N:30]2[C:35](=[O:36])[C:34]([CH2:37][C:38]3[CH:43]=[CH:42][C:41]([C:44]4[C:45]([C:50]#[N:51])=[CH:46][CH:47]=[CH:48][CH:49]=4)=[CH:40][CH:39]=3)=[C:33]([CH2:52][CH2:53][CH3:54])[N:32]=[C:31]2[CH2:55][CH3:56])=[CH:26][CH:25]=1)(C(C)(C)C)(C)C. The catalyst is O. The product is [CH2:55]([C:31]1[N:30]([C:27]2[CH:26]=[CH:25][C:24]([O:23][C:22]([CH3:57])([CH3:58])[CH2:21][OH:20])=[CH:29][CH:28]=2)[C:35](=[O:36])[C:34]([CH2:37][C:38]2[CH:43]=[CH:42][C:41]([C:44]3[CH:49]=[CH:48][CH:47]=[CH:46][C:45]=3[C:50]3[NH:3][C:4](=[O:7])[O:5][N:51]=3)=[CH:40][CH:39]=2)=[C:33]([CH2:52][CH2:53][CH3:54])[N:32]=1)[CH3:56]. The yield is 0.720.